This data is from Forward reaction prediction with 1.9M reactions from USPTO patents (1976-2016). The task is: Predict the product of the given reaction. (1) Given the reactants [Br:1]N1C(=O)CCC1=O.[NH2:9][C:10]1[CH:11]=[C:12]([C:17]([F:20])([F:19])[F:18])[CH:13]=[CH:14][C:15]=1[Cl:16], predict the reaction product. The product is: [NH2:9][C:10]1[C:15]([Cl:16])=[CH:14][C:13]([Br:1])=[C:12]([C:17]([F:20])([F:18])[F:19])[CH:11]=1. (2) Given the reactants O[C:2]1(O)[CH2:7][CH2:6][N:5]([C:8](=[O:26])[CH2:9][CH2:10][CH:11]([C:19]2[CH:24]=[CH:23][C:22]([F:25])=[CH:21][CH:20]=2)[C:12]2[CH:17]=[CH:16][C:15]([F:18])=[CH:14][CH:13]=2)[CH2:4][CH2:3]1.Cl.Cl.[N:30]1[CH:35]=[CH:34][CH:33]=[C:32]([CH2:36][O:37][NH2:38])[CH:31]=1.C([O-])(=O)C.[Na+], predict the reaction product. The product is: [N:30]1[CH:35]=[CH:34][CH:33]=[C:32]([CH2:36][O:37][N:38]=[C:2]2[CH2:3][CH2:4][N:5]([C:8](=[O:26])[CH2:9][CH2:10][CH:11]([C:12]3[CH:17]=[CH:16][C:15]([F:18])=[CH:14][CH:13]=3)[C:19]3[CH:24]=[CH:23][C:22]([F:25])=[CH:21][CH:20]=3)[CH2:6][CH2:7]2)[CH:31]=1. (3) Given the reactants [N:1]([C@H:4]1[CH2:9][C@H:8]2[C@H:10]3[C@H:19]([CH2:20][CH2:21][C@:6]2([CH3:7])[C@@H:5]1[OH:24])[C:18]1[CH:17]=[CH:16][C:15]([O:22][CH3:23])=[CH:14][C:13]=1[CH2:12][CH2:11]3)=[N+]=[N-].O.NN, predict the reaction product. The product is: [NH2:1][C@H:4]1[CH2:9][C@H:8]2[C@H:10]3[C@H:19]([CH2:20][CH2:21][C@:6]2([CH3:7])[C@@H:5]1[OH:24])[C:18]1[CH:17]=[CH:16][C:15]([O:22][CH3:23])=[CH:14][C:13]=1[CH2:12][CH2:11]3. (4) The product is: [NH2:15][S:2]([C:5]1[CH:6]=[C:7]2[C:11](=[CH:12][CH:13]=1)[NH:10][C:9](=[O:14])[CH2:8]2)(=[O:4])=[O:3]. Given the reactants Cl[S:2]([C:5]1[CH:6]=[C:7]2[C:11](=[CH:12][CH:13]=1)[NH:10][C:9](=[O:14])[CH2:8]2)(=[O:4])=[O:3].[NH:15]1CCOCC1, predict the reaction product. (5) The product is: [C:1](=[O:2])([O-:4])[O-:3].[Mg+2:5].[C:1](=[O:2])([O-:4])[O-:3].[Ca+2:6]. Given the reactants [C:1](=[O:4])([O-:3])[O-:2].[Mg:5].[Ca:6], predict the reaction product. (6) Given the reactants [Cl:1][C:2]1[CH:3]=[C:4]([S:8](Cl)(=[O:10])=[O:9])[CH:5]=[CH:6][CH:7]=1.[CH3:12][O:13][C:14](=[O:34])[C:15]1[CH:20]=[CH:19][C:18]([NH:21][C:22]([C:24]2[CH:32]=[C:31]3[C:27]([CH2:28][CH2:29][NH:30]3)=[CH:26][CH:25]=2)=[O:23])=[CH:17][C:16]=1[Cl:33].N1C=CC=CC=1, predict the reaction product. The product is: [CH3:12][O:13][C:14](=[O:34])[C:15]1[CH:20]=[CH:19][C:18]([NH:21][C:22]([C:24]2[CH:32]=[C:31]3[C:27]([CH2:28][CH2:29][N:30]3[S:8]([C:4]3[CH:5]=[CH:6][CH:7]=[C:2]([Cl:1])[CH:3]=3)(=[O:10])=[O:9])=[CH:26][CH:25]=2)=[O:23])=[CH:17][C:16]=1[Cl:33]. (7) Given the reactants [C:1]([O:5][C:6](=[O:15])[NH:7][CH:8]1[CH2:13][CH2:12][CH2:11][CH:10]([OH:14])[CH2:9]1)([CH3:4])([CH3:3])[CH3:2].CC(OI1(OC(C)=O)(OC(C)=O)OC(=O)C2C=CC=CC1=2)=O, predict the reaction product. The product is: [C:1]([O:5][C:6](=[O:15])[NH:7][CH:8]1[CH2:13][CH2:12][CH2:11][C:10](=[O:14])[CH2:9]1)([CH3:4])([CH3:2])[CH3:3]. (8) Given the reactants [NH2:1][CH:2]([C:11]1[C:16]([O:17][CH3:18])=[CH:15][CH:14]=[CH:13][C:12]=1[O:19][CH3:20])[CH2:3][CH2:4][CH2:5][CH2:6][C:7]([O:9]C)=O.[N:21]1([C:26]2[CH:27]=[C:28]([CH:31]=[CH:32][CH:33]=2)[CH:29]=O)[CH2:25][CH2:24][CH2:23][CH2:22]1, predict the reaction product. The product is: [CH3:20][O:19][C:12]1[CH:13]=[CH:14][CH:15]=[C:16]([O:17][CH3:18])[C:11]=1[CH:2]1[N:1]([CH2:29][C:28]2[CH:31]=[CH:32][CH:33]=[C:26]([N:21]3[CH2:25][CH2:24][CH2:23][CH2:22]3)[CH:27]=2)[C:7](=[O:9])[CH2:6][CH2:5][CH2:4][CH2:3]1. (9) Given the reactants [CH3:1][O:2][C:3]([C@H:5]1[N:9]2[C:10](=[O:29])[C:11]([NH2:28])=[C:12]([CH2:17][C:18]3[C:27]4[C:22](=[CH:23][CH:24]=[CH:25][CH:26]=4)[CH:21]=[CH:20][CH:19]=3)[C:13]([CH:14]3[CH2:16][CH2:15]3)=[C:8]2[S:7][CH2:6]1)=[O:4].[CH3:30][S:31](Cl)(=[O:33])=[O:32].C(Cl)Cl, predict the reaction product. The product is: [CH3:1][O:2][C:3]([C@H:5]1[N:9]2[C:10](=[O:29])[C:11]([NH:28][S:31]([CH3:30])(=[O:33])=[O:32])=[C:12]([CH2:17][C:18]3[C:27]4[C:22](=[CH:23][CH:24]=[CH:25][CH:26]=4)[CH:21]=[CH:20][CH:19]=3)[C:13]([CH:14]3[CH2:16][CH2:15]3)=[C:8]2[S:7][CH2:6]1)=[O:4].